From a dataset of Forward reaction prediction with 1.9M reactions from USPTO patents (1976-2016). Predict the product of the given reaction. (1) Given the reactants [F:1][C:2]1[CH:3]=[C:4]([C:8]2[C@:9]3([CH2:25][CH2:24][C@H:23]4[C@@H:14]([CH2:15][CH2:16][C:17]5[CH:18]=[C:19]([C:26](O)=[O:27])[CH:20]=[CH:21][C:22]=54)[C@@H:11]3[CH2:12][CH:13]=2)[CH3:10])[CH:5]=[N:6][CH:7]=1.[NH2:29][C@@H:30]([CH2:33][CH3:34])[CH2:31][OH:32], predict the reaction product. The product is: [F:1][C:2]1[CH:3]=[C:4]([C:8]2[C@:9]3([CH2:25][CH2:24][C@H:23]4[C@@H:14]([CH2:15][CH2:16][C:17]5[CH:18]=[C:19]([C:26]([NH:29][C@H:30]([CH2:31][OH:32])[CH2:33][CH3:34])=[O:27])[CH:20]=[CH:21][C:22]=54)[C@@H:11]3[CH2:12][CH:13]=2)[CH3:10])[CH:5]=[N:6][CH:7]=1. (2) Given the reactants [CH3:1][O:2][C:3]1[CH:4]=[C:5]2[C:10](=[CH:11][C:12]=1[O:13][CH3:14])[N:9]=[C:8]([NH:15][CH3:16])[CH:7]=[C:6]2[OH:17].[NH2:18][C:19]1[CH:40]=[CH:39][C:22](OC2C3C(=CC(OC)=C(OC)C=3)N=C(N)C=2)=[C:21]([F:41])[CH:20]=1, predict the reaction product. The product is: [NH2:18][C:19]1[CH:40]=[CH:39][C:22]([O:17][C:6]2[C:5]3[C:10](=[CH:11][C:12]([O:13][CH3:14])=[C:3]([O:2][CH3:1])[CH:4]=3)[N:9]=[C:8]([NH:15][CH3:16])[CH:7]=2)=[C:21]([F:41])[CH:20]=1. (3) Given the reactants [Br:1][C:2]1[C:7]([CH3:8])=[CH:6][C:5](Br)=[CH:4][N:3]=1.C([Mg]Cl)(C)C.C(OCC)C.[C:20](=[O:22])=[O:21], predict the reaction product. The product is: [Br:1][C:2]1[C:7]([CH3:8])=[CH:6][C:5]([C:20]([OH:22])=[O:21])=[CH:4][N:3]=1. (4) Given the reactants [CH:1]1([C@@H:4]2[NH:9][C:8](=[O:10])[C@H:7]([CH2:11][CH:12]([CH3:14])[CH3:13])[NH:6][CH2:5]2)[CH2:3][CH2:2]1.[F:15][C:16]1[CH:21]=[CH:20][C:19]([C:22]2[O:26][N:25]=[C:24]([C:27](O)=[O:28])[CH:23]=2)=[CH:18][CH:17]=1.C([C@@H]1N(C(=O)/C=C/C2C=CC=CC=2)C[C@H](CC(C)C)NC1=O)C(C)C, predict the reaction product. The product is: [CH:1]1([C@@H:4]2[NH:9][C:8](=[O:10])[C@H:7]([CH2:11][CH:12]([CH3:14])[CH3:13])[N:6]([C:27]([C:24]3[CH:23]=[C:22]([C:19]4[CH:20]=[CH:21][C:16]([F:15])=[CH:17][CH:18]=4)[O:26][N:25]=3)=[O:28])[CH2:5]2)[CH2:3][CH2:2]1. (5) Given the reactants C(N(CC)C(C)C)(C)C.[NH2:10][C:11]1[CH:12]=[C:13]([C:19]([C:23]2[CH:28]=[CH:27][C:26]([O:29][CH3:30])=[C:25]([O:31][CH2:32][CH3:33])[CH:24]=2)=[CH:20][C:21]#[N:22])[CH:14]=[CH:15][C:16]=1[O:17][CH3:18].[CH3:34][N:35]([CH3:39])[C:36](Cl)=[O:37], predict the reaction product. The product is: [C:21]([CH:20]=[C:19]([C:13]1[CH:14]=[CH:15][C:16]([O:17][CH3:18])=[C:11]([NH:10][C:36](=[O:37])[N:35]([CH3:39])[CH3:34])[CH:12]=1)[C:23]1[CH:28]=[CH:27][C:26]([O:29][CH3:30])=[C:25]([O:31][CH2:32][CH3:33])[CH:24]=1)#[N:22]. (6) Given the reactants [CH:1](NC(C)C)(C)C.C([Li])CCC.CCCCCC.[Li+].CC([N-]C(C)C)C.[CH3:27][O:28][C:29]([C@@H:31]1[C@@H:35]([OH:36])[CH2:34][CH2:33][N:32]1[C:37]([O:39][C:40]([CH3:43])([CH3:42])[CH3:41])=[O:38])=[O:30].IC, predict the reaction product. The product is: [CH3:27][O:28][C:29]([C@@:31]1([CH3:1])[C@@H:35]([OH:36])[CH2:34][CH2:33][N:32]1[C:37]([O:39][C:40]([CH3:43])([CH3:42])[CH3:41])=[O:38])=[O:30].